Dataset: Full USPTO retrosynthesis dataset with 1.9M reactions from patents (1976-2016). Task: Predict the reactants needed to synthesize the given product. (1) Given the product [NH2:33][N:10]1[N:9]=[C:8]([C:5]2[CH:4]=[CH:3][C:2]([CH3:1])=[CH:7][CH:6]=2)[C:17]2[C:12](=[CH:13][CH:14]=[CH:15][CH:16]=2)[C:11]1=[O:18], predict the reactants needed to synthesize it. The reactants are: [CH3:1][C:2]1[CH:7]=[CH:6][C:5]([C:8]2[C:17]3[C:12](=[CH:13][CH:14]=[CH:15][CH:16]=3)[C:11](=[O:18])[NH:10][N:9]=2)=[CH:4][CH:3]=1.C1(P([NH:33]O)(C2C=CC=CC=2)=O)C=CC=CC=1. (2) Given the product [CH2:1]([O:4][C:5]1[C:13]([C:14]([F:16])([F:17])[F:15])=[CH:12][CH:11]=[C:10]([CH2:18][O:19][C:20]2[CH:25]=[CH:24][C:23]([C:26]3[CH:27]=[CH:28][C:29]([C:32]4([C:35]([O:37][CH2:38][CH:39]=[CH2:40])=[O:36])[CH2:34][CH2:33]4)=[CH:30][CH:31]=3)=[CH:22][CH:21]=2)[C:6]=1[C:7]([O:9][C:41]([CH3:44])([CH3:43])[CH3:42])=[O:8])[CH:2]=[CH2:3], predict the reactants needed to synthesize it. The reactants are: [CH2:1]([O:4][C:5]1[C:13]([C:14]([F:17])([F:16])[F:15])=[CH:12][CH:11]=[C:10]([CH2:18][O:19][C:20]2[CH:25]=[CH:24][C:23]([C:26]3[CH:31]=[CH:30][C:29]([C:32]4([C:35]([O:37][CH2:38][CH:39]=[CH2:40])=[O:36])[CH2:34][CH2:33]4)=[CH:28][CH:27]=3)=[CH:22][CH:21]=2)[C:6]=1[C:7]([OH:9])=[O:8])[CH:2]=[CH2:3].[C:41](OC(O[C:41]([CH3:44])([CH3:43])[CH3:42])N(C)C)([CH3:44])([CH3:43])[CH3:42]. (3) Given the product [NH2:14][C:7]1[C:6]([C:4]([C:22]2[C:21]([O:23][CH3:24])=[C:20]([O:25][CH3:26])[CH:19]=[C:18]([F:27])[C:17]=2[F:16])=[O:5])=[CH:11][N:10]=[C:9]([S:12][CH3:13])[N:8]=1, predict the reactants needed to synthesize it. The reactants are: CON(C)[C:4]([C:6]1[C:7]([NH2:14])=[N:8][C:9]([S:12][CH3:13])=[N:10][CH:11]=1)=[O:5].[F:16][C:17]1[CH:22]=[C:21]([O:23][CH3:24])[C:20]([O:25][CH3:26])=[CH:19][C:18]=1[F:27]. (4) Given the product [F:23][C:2]([F:1])([F:24])[C:3]1[CH:4]=[C:5]([C:9]2[C:17]3[C:12](=[CH:13][C:14]([C:18]([OH:20])=[O:19])=[CH:15][CH:16]=3)[N:11]([CH3:22])[CH:10]=2)[CH:6]=[CH:7][CH:8]=1, predict the reactants needed to synthesize it. The reactants are: [F:1][C:2]([F:24])([F:23])[C:3]1[CH:4]=[C:5]([C:9]2[C:17]3[C:12](=[CH:13][C:14]([C:18]([O:20]C)=[O:19])=[CH:15][CH:16]=3)[N:11]([CH3:22])[CH:10]=2)[CH:6]=[CH:7][CH:8]=1.O[Li].O. (5) Given the product [F:18][C:2]([F:1])([F:17])[C:3]([C:5]1[CH:10]=[CH:9][N:8]=[C:7]([C:11]2[NH:12][O:13][C:14](=[O:16])[N:15]=2)[CH:6]=1)([OH:26])[OH:4], predict the reactants needed to synthesize it. The reactants are: [F:1][C:2]([F:18])([F:17])[CH:3]([C:5]1[CH:10]=[CH:9][N:8]=[C:7]([C:11]2[NH:12][O:13][C:14](=[O:16])[N:15]=2)[CH:6]=1)[OH:4].C(N(CC)CC)C.[OH2:26].Cl.